This data is from Full USPTO retrosynthesis dataset with 1.9M reactions from patents (1976-2016). The task is: Predict the reactants needed to synthesize the given product. (1) Given the product [C:1]([C:3]1[N:8]=[C:7]([NH:9][C:10]2[N:15]=[C:14]([NH:16][CH:26]3[CH2:27][CH2:28]3)[C:13]3=[N:29][CH:30]=[C:31]([C:32]#[N:33])[N:12]3[N:11]=2)[CH:6]=[CH:5][CH:4]=1)#[N:2], predict the reactants needed to synthesize it. The reactants are: [C:1]([C:3]1[N:8]=[C:7]([NH:9][C:10]2[N:15]=[C:14]([N:16]([CH:26]3[CH2:28][CH2:27]3)CC3C=CC(OC)=CC=3)[C:13]3=[N:29][CH:30]=[C:31]([C:32]#[N:33])[N:12]3[N:11]=2)[CH:6]=[CH:5][CH:4]=1)#[N:2].C1(OC)C=CC=CC=1.C(O)(C(F)(F)F)=O. (2) Given the product [F:26][C:2]([F:1])([F:25])[C:3]1[CH:4]=[C:5]([S:9]([CH:10]([CH:12]2[CH2:17][CH2:16][CH2:15][N:14]([C:18]([O:20][C:21]([CH3:22])([CH3:24])[CH3:23])=[O:19])[CH2:13]2)[CH3:11])(=[O:27])=[O:33])[CH:6]=[CH:7][CH:8]=1, predict the reactants needed to synthesize it. The reactants are: [F:1][C:2]([F:26])([F:25])[C:3]1[CH:4]=[C:5]([S:9][CH:10]([CH:12]2[CH2:17][CH2:16][CH2:15][N:14]([C:18]([O:20][C:21]([CH3:24])([CH3:23])[CH3:22])=[O:19])[CH2:13]2)[CH3:11])[CH:6]=[CH:7][CH:8]=1.[OH:27]OS([O-])=O.[K+].[OH2:33]. (3) The reactants are: [CH2:1]([C:12]1[N:16]=[C:15]([C:17]2[CH:24]=[CH:23][C:20]([CH:21]=O)=[CH:19][CH:18]=2)[O:14][N:13]=1)[CH2:2][CH2:3][CH2:4][CH2:5][CH2:6][CH2:7][CH2:8][CH2:9][CH2:10][CH3:11].[F:25][C:26]([F:36])([F:35])[C:27]1[CH:28]=[C:29]([CH:32]=[CH:33][CH:34]=1)[CH2:30][NH2:31]. Given the product [F:25][C:26]([F:35])([F:36])[C:27]1[CH:28]=[C:29]([CH:32]=[CH:33][CH:34]=1)[CH2:30][NH:31][CH2:21][C:20]1[CH:23]=[CH:24][C:17]([C:15]2[O:14][N:13]=[C:12]([CH2:1][CH2:2][CH2:3][CH2:4][CH2:5][CH2:6][CH2:7][CH2:8][CH2:9][CH2:10][CH3:11])[N:16]=2)=[CH:18][CH:19]=1, predict the reactants needed to synthesize it. (4) Given the product [Br:20][CH:16]([C:13]1[CH:12]=[CH:11][C:10]([C:7]2[CH:8]=[CH:9][C:4]([N+:1]([O-:3])=[O:2])=[CH:5][CH:6]=2)=[CH:15][N:14]=1)[CH3:17], predict the reactants needed to synthesize it. The reactants are: [N+:1]([C:4]1[CH:9]=[CH:8][C:7]([C:10]2[CH:11]=[CH:12][C:13]([CH:16](O)[CH3:17])=[N:14][CH:15]=2)=[CH:6][CH:5]=1)([O-:3])=[O:2].P(Br)(Br)[Br:20]. (5) Given the product [Cl:38][C:34]1[CH:33]=[C:32]([CH:37]=[CH:36][CH:35]=1)[CH2:31][CH2:30][C:21]1[C:20]2[C:25](=[CH:26][CH:27]=[C:18]([C:16]([C:15]3[CH:39]=[CH:40][C:12]([Cl:11])=[CH:13][CH:14]=3)([OH:17])[C:2]3[S:1][CH:5]=[CH:4][N:3]=3)[CH:19]=2)[N:24]([CH3:28])[C:23](=[O:29])[CH:22]=1, predict the reactants needed to synthesize it. The reactants are: [S:1]1[CH:5]=[CH:4][N:3]=[CH:2]1.C([Li])CCC.[Cl:11][C:12]1[CH:40]=[CH:39][C:15]([C:16]([C:18]2[CH:19]=[C:20]3[C:25](=[CH:26][CH:27]=2)[N:24]([CH3:28])[C:23](=[O:29])[CH:22]=[C:21]3[CH2:30][CH2:31][C:32]2[CH:37]=[CH:36][CH:35]=[C:34]([Cl:38])[CH:33]=2)=[O:17])=[CH:14][CH:13]=1. (6) The reactants are: F[C:2]1[CH:9]=[CH:8][C:5]([C:6]#[N:7])=[C:4]([Cl:10])[CH:3]=1.[CH2:11]([CH:13]1[CH2:18][CH2:17][CH2:16][CH2:15][CH:14]1[OH:19])[CH3:12].O. Given the product [Cl:10][C:4]1[CH:3]=[C:2]([O:19][CH:14]2[CH2:15][CH2:16][CH2:17][CH2:18][CH:13]2[CH2:11][CH3:12])[CH:9]=[CH:8][C:5]=1[C:6]#[N:7], predict the reactants needed to synthesize it. (7) Given the product [NH2:1][C:2]1[CH:15]=[CH:14][C:5]([C:6]([OH:8])=[O:7])=[CH:4][CH:3]=1, predict the reactants needed to synthesize it. The reactants are: [NH2:1][C:2]1[CH:15]=[CH:14][C:5]([C:6]([O:8]CC(O)CO)=[O:7])=[CH:4][CH:3]=1.C(N(C1C=CC(C(O)=O)=C(CCCCCCC(=O)C2C=CC=CC=2)C=1O)CC)C.C(N(CC)C1C=CC(C(C2C=CC=CC=2C(OCCCCCC)=O)=O)=C(O)C=1)C.NC1C=CC=CC=1C(OC1CC(C)CCC1C(C)C)=O. (8) Given the product [ClH:28].[CH2:1]([O:3][C:4](=[O:27])[CH:5]([CH2:20][C:21]1[CH:22]=[CH:23][CH:24]=[CH:25][CH:26]=1)[CH2:6][P:7]([CH:10]([NH2:12])[CH3:11])([OH:9])=[O:8])[CH3:2], predict the reactants needed to synthesize it. The reactants are: [CH2:1]([O:3][C:4](=[O:27])[CH:5]([CH2:20][C:21]1[CH:26]=[CH:25][CH:24]=[CH:23][CH:22]=1)[CH2:6][P:7]([CH:10]([NH:12]C(OC(C)(C)C)=O)[CH3:11])([OH:9])=[O:8])[CH3:2].[ClH:28]. (9) Given the product [CH:12]1([C:29]2[CH:30]=[CH:31][C:32]([C:2]([O:52][CH3:50])=[S:1])=[CH:38][CH:37]=2)[CH2:18][CH2:17][CH2:16][CH2:15][CH2:14][CH2:13]1, predict the reactants needed to synthesize it. The reactants are: [SH:1][C:2]1C=CC(C(OC)=O)=CC=1.[CH:12]1(O)[CH2:18][CH2:17][CH2:16][CH2:15][CH2:14][CH2:13]1.[CH2:29](P([CH2:29][CH2:30][CH2:31][CH3:32])[CH2:29][CH2:30][CH2:31][CH3:32])[CH2:30][CH2:31][CH3:32].N1[CH2:38][CH2:37]C[CH2:38][CH2:37]1.N1CCCCC1.N([C:50]([OH:52])=O)=N[C:50]([OH:52])=O. (10) Given the product [Cl:28][CH2:29][C:30]([NH:10][CH2:9][C@H:8]([OH:11])[C@@H:7]([O:6][C:5]1[CH:18]=[CH:19][CH:20]=[CH:21][C:4]=1[O:3][CH2:1][CH3:2])[C:12]1[CH:13]=[CH:14][CH:15]=[CH:16][CH:17]=1)=[O:31], predict the reactants needed to synthesize it. The reactants are: [CH2:1]([O:3][C:4]1[CH:21]=[CH:20][CH:19]=[CH:18][C:5]=1[O:6][C@@H:7]([C:12]1[CH:17]=[CH:16][CH:15]=[CH:14][CH:13]=1)[C@@H:8]([OH:11])[CH2:9][NH2:10])[CH3:2].C(=O)([O-])[O-].[Na+].[Na+].[Cl:28][CH2:29][C:30](Cl)=[O:31].